Dataset: Reaction yield outcomes from USPTO patents with 853,638 reactions. Task: Predict the reaction yield, written as a fraction of the theoretical maximum amount of product (1.0 means a 100% yield; for example, 0.34 means a 34% yield). (1) The reactants are [CH:1]1[C:6]2[C:7]3[C:16]([C:17]4[C:22]([C:5]=2[CH:4]=[CH:3][CH:2]=1)=[CH:21][CH:20]=[CH:19][CH:18]=4)=[CH:15][CH:14]=[C:13]1[C:8]=3[CH:9]=[CH:10][CH:11]=[CH:12]1.CN(C)C=O.[Br:28]N1C(=O)CCC1=O. The catalyst is O. The product is [Br:28][C:14]1[CH:15]=[C:16]2[C:7](=[C:8]3[C:13]=1[CH:12]=[CH:11][CH:10]=[CH:9]3)[C:6]1[CH:1]=[CH:2][CH:3]=[CH:4][C:5]=1[C:22]1[C:17]2=[CH:18][CH:19]=[CH:20][CH:21]=1. The yield is 0.880. (2) The reactants are [CH:1]1[CH:2]=[CH:3][C:4]2N(O)N=N[C:5]=2[CH:6]=1.[NH3:11].CN(C(ON1N=N[C:22]2[CH:23]=C[CH:25]=[CH:26][C:21]1=2)=[N+](C)C)C.[B-](F)(F)(F)F.CC[N:36]([CH:40]([CH3:42])C)[CH:37]([CH3:39])C.C[N:44]([CH:46]=[O:47])C. The catalyst is O. The product is [CH:5]1([C:23]2[NH:11][C:26]([C:25]3[CH:39]=[CH:37][N:36]=[CH:40][CH:42]=3)=[CH:21][C:22]=2[C:46]([NH2:44])=[O:47])[CH2:4][CH2:3][CH2:2][CH2:1][CH2:6]1. The yield is 0.430. (3) The reactants are C(O[C:6](=[O:26])[NH:7][C@@H:8]([CH2:14][NH:15][C:16]([O:18][CH2:19][C:20]1[CH:25]=[CH:24][CH:23]=[CH:22][CH:21]=1)=[O:17])[C@@H:9]([OH:13])[C:10]#[C:11][CH3:12])(C)(C)C.C(O)(C(F)(F)F)=O.C(N(CC)C(C)C)(C)C.C1C=CC2N(O)N=NC=2C=1.[C:53]([NH:60][C@H:61](C(O)=O)[CH2:62][CH2:63][S:64][CH3:65])([O:55][C:56]([CH3:59])([CH3:58])[CH3:57])=[O:54].F[P-](F)(F)(F)(F)F.N1(O[P+](N(C)C)(N(C)C)N(C)C)C2C=CC=CC=2N=N1. The catalyst is C(Cl)Cl. The product is [CH2:19]([O:18][C:16](=[O:17])[NH:15][CH2:14][C@H:8]([NH:7][C:6](=[O:26])[C@@H:61]([NH:60][C:53]([O:55][C:56]([CH3:59])([CH3:58])[CH3:57])=[O:54])[CH2:62][CH2:63][S:64][CH3:65])[C@@H:9]([OH:13])[C:10]#[C:11][CH3:12])[C:20]1[CH:21]=[CH:22][CH:23]=[CH:24][CH:25]=1. The yield is 0.780. (4) The reactants are [H-].[Na+].[OH:3]/[N:4]=[C:5](/[C:12]1[CH:17]=[CH:16][CH:15]=[CH:14][CH:13]=1)\[CH2:6][CH2:7][C:8]([O:10]C)=[O:9].Cl[CH2:19][C:20]1[CH:39]=[CH:38][C:23]([O:24][CH2:25][C:26]2[N:27]=[C:28]([C:32]3[CH:37]=[CH:36][CH:35]=[CH:34][CH:33]=3)[O:29][C:30]=2[CH3:31])=[CH:22][CH:21]=1.Cl.C(=O)(O)[O-].[Na+]. The catalyst is CN(C)C=O. The product is [CH3:31][C:30]1[O:29][C:28]([C:32]2[CH:33]=[CH:34][CH:35]=[CH:36][CH:37]=2)=[N:27][C:26]=1[CH2:25][O:24][C:23]1[CH:22]=[CH:21][C:20]([CH2:19][O:3]/[N:4]=[C:5](/[C:12]2[CH:17]=[CH:16][CH:15]=[CH:14][CH:13]=2)\[CH2:6][CH2:7][C:8]([OH:10])=[O:9])=[CH:39][CH:38]=1. The yield is 0.600. (5) The yield is 0.800. The catalyst is [Cu]I.CCCCCC.C(OCC)(=O)C.CC(O)C. The reactants are [O-]P([O-])([O-])=O.[K+].[K+].[K+].[CH2:9]([NH2:16])[C:10]1[CH:15]=[CH:14][CH:13]=[CH:12][CH:11]=1.I[C:18]1[CH:19]=[C:20]([CH:23]=[CH:24][CH:25]=1)[C:21]#[N:22].C(O)CO. The product is [C:9]([C:10]1[CH:15]=[C:14]([NH:22][CH2:21][C:20]2[CH:23]=[CH:24][CH:25]=[CH:18][CH:19]=2)[CH:13]=[CH:12][CH:11]=1)#[N:16]. (6) The reactants are [Cl-].O[NH3+:3].[C:4](=[O:7])([O-])[OH:5].[Na+].CS(C)=O.[CH2:13]([C:17]1[N:18]=[C:19]([CH3:48])[N:20]([CH2:39][C:40]2[CH:45]=[CH:44][C:43]([F:46])=[CH:42][C:41]=2[F:47])[C:21](=[O:38])[C:22]=1[CH2:23][C:24]1[CH:29]=[CH:28][C:27]([C:30]2[C:31]([C:36]#[N:37])=[CH:32][CH:33]=[CH:34][CH:35]=2)=[CH:26][CH:25]=1)[CH2:14][CH2:15][CH3:16]. The catalyst is C(OCC)(=O)C. The product is [CH2:13]([C:17]1[N:18]=[C:19]([CH3:48])[N:20]([CH2:39][C:40]2[CH:45]=[CH:44][C:43]([F:46])=[CH:42][C:41]=2[F:47])[C:21](=[O:38])[C:22]=1[CH2:23][C:24]1[CH:25]=[CH:26][C:27]([C:30]2[CH:35]=[CH:34][CH:33]=[CH:32][C:31]=2[C:36]2[NH:3][C:4](=[O:7])[O:5][N:37]=2)=[CH:28][CH:29]=1)[CH2:14][CH2:15][CH3:16]. The yield is 0.930. (7) The reactants are [C:1]([Si:5]([O:8][CH:9]1[CH2:14][CH:13]([N:15]=[N+]=[N-])[CH2:12][CH:11]([N:18]=[N+]=[N-])[CH2:10]1)([CH3:7])[CH3:6])([CH3:4])([CH3:3])[CH3:2]. The catalyst is CO.[Pd]. The product is [Si:5]([O:8][CH:9]1[CH2:10][CH:11]([NH2:18])[CH2:12][CH:13]([NH2:15])[CH2:14]1)([C:1]([CH3:4])([CH3:3])[CH3:2])([CH3:7])[CH3:6]. The yield is 0.920. (8) The reactants are Cl[C:2]1[N:11]=[C:10]([N:12]2[CH2:17][CH2:16][O:15][CH2:14][CH2:13]2)[C:9]2[C:4](=[CH:5][C:6]([C:18]3[O:19][C:20]([CH3:23])=[CH:21][CH:22]=3)=[CH:7][CH:8]=2)[N:3]=1.[O:24]=[C:25]1[CH2:29][CH2:28][CH2:27][N:26]1[C:30]1[CH:35]=[CH:34][C:33]([NH:36][C:37]([NH:39][C:40]2[CH:45]=[CH:44][C:43](B3OC(C)(C)C(C)(C)O3)=[CH:42][CH:41]=2)=[O:38])=[CH:32][CH:31]=1.C(=O)([O-])[O-].[Cs+].[Cs+].C1(C)C=CC=CC=1. The catalyst is O.CCO. The product is [CH3:23][C:20]1[O:19][C:18]([C:6]2[CH:5]=[C:4]3[C:9]([C:10]([N:12]4[CH2:17][CH2:16][O:15][CH2:14][CH2:13]4)=[N:11][C:2]([C:43]4[CH:44]=[CH:45][C:40]([NH:39][C:37]([NH:36][C:33]5[CH:34]=[CH:35][C:30]([N:26]6[CH2:27][CH2:28][CH2:29][C:25]6=[O:24])=[CH:31][CH:32]=5)=[O:38])=[CH:41][CH:42]=4)=[N:3]3)=[CH:8][CH:7]=2)=[CH:22][CH:21]=1. The yield is 0.0700. (9) The reactants are [C:1]([C:4]1[C:5]([C:15]2[C:20]([F:21])=[CH:19][CH:18]=[CH:17][C:16]=2[Cl:22])=[N:6][O:7][C:8]=1[C:9]1[CH:14]=[CH:13][CH:12]=[CH:11][CH:10]=1)([OH:3])=O.[NH2:23][C:24]1[CH:25]=[C:26]([CH2:30][C:31]([NH:33][C:34]2[CH:39]=[C:38]([O:40][CH3:41])[C:37]([O:42][CH3:43])=[C:36]([O:44][CH3:45])[CH:35]=2)=[O:32])[CH:27]=[CH:28][CH:29]=1.CCN=C=NCCCN(C)C. The catalyst is ClCCl.CN(C1C=CN=CC=1)C. The product is [CH3:41][O:40][C:38]1[CH:39]=[C:34]([NH:33][C:31](=[O:32])[CH2:30][C:26]2[CH:27]=[CH:28][CH:29]=[C:24]([NH:23][C:1]([C:4]3[C:5]([C:15]4[C:20]([F:21])=[CH:19][CH:18]=[CH:17][C:16]=4[Cl:22])=[N:6][O:7][C:8]=3[C:9]3[CH:10]=[CH:11][CH:12]=[CH:13][CH:14]=3)=[O:3])[CH:25]=2)[CH:35]=[C:36]([O:44][CH3:45])[C:37]=1[O:42][CH3:43]. The yield is 0.640.